Dataset: Reaction yield outcomes from USPTO patents with 853,638 reactions. Task: Predict the reaction yield, written as a fraction of the theoretical maximum amount of product (1.0 means a 100% yield; for example, 0.34 means a 34% yield). (1) The reactants are C(OC([NH:8][C@H:9]([C:17]1[CH:22]=[CH:21][CH:20]=[CH:19][CH:18]=1)[CH2:10]COS(C)(=O)=O)=O)(C)(C)C.[F:23][C:24]1[C:29]([O:30][CH3:31])=[CH:28][CH:27]=[CH:26][C:25]=1[C:32]1[C:33](=[O:52])[NH:34][C:35](=[O:51])[N:36]([CH2:39][C:40]2[C:45]([C:46]([F:49])([F:48])[F:47])=[CH:44][CH:43]=[CH:42][C:41]=2[F:50])[C:37]=1[CH3:38].CN(C)C(N(C)C)=N.OP(O)(O)=O.O.C(OC(C)C)(=O)C. The catalyst is CN(C=O)C. The product is [NH2:8][C@H:9]([C:17]1[CH:22]=[CH:21][CH:20]=[CH:19][CH:18]=1)[CH2:10][N:34]1[C:33](=[O:52])[C:32]([C:25]2[CH:26]=[CH:27][CH:28]=[C:29]([O:30][CH3:31])[C:24]=2[F:23])=[C:37]([CH3:38])[N:36]([CH2:39][C:40]2[C:45]([C:46]([F:48])([F:49])[F:47])=[CH:44][CH:43]=[CH:42][C:41]=2[F:50])[C:35]1=[O:51]. The yield is 0.840. (2) The reactants are Br[C:2]1[CH:7]=[CH:6][C:5]([Br:8])=[CH:4][CH:3]=1.[F:9][CH2:10][CH:11]1[CH2:14][N:13]([CH2:15][CH2:16][OH:17])[CH2:12]1.C(=O)([O-])[O-].[K+].[K+]. The catalyst is CC1C=CC=CC=1C.[Cu]I. The product is [Br:8][C:5]1[CH:6]=[CH:7][C:2]([O:17][CH2:16][CH2:15][N:13]2[CH2:14][CH:11]([CH2:10][F:9])[CH2:12]2)=[CH:3][CH:4]=1. The yield is 0.440. (3) The reactants are [S:1]1[CH:5]=[CH:4][CH:3]=[C:2]1[CH2:6][NH:7][C:8]([C:10]12[CH2:19][CH:14]3[CH2:15][CH:16]([CH2:18][CH:12]([CH2:13]3)[CH2:11]1)[CH2:17]2)=[O:9].[H-].[Na+].Br[CH2:23][CH:24]1[CH2:29][CH2:28][CH2:27][CH2:26][CH2:25]1. The catalyst is CN(C=O)C. The product is [CH:24]1([CH2:23][N:7]([CH2:6][C:2]2[S:1][CH:5]=[CH:4][CH:3]=2)[C:8]([C:10]23[CH2:19][CH:14]4[CH2:15][CH:16]([CH2:18][CH:12]([CH2:13]4)[CH2:11]2)[CH2:17]3)=[O:9])[CH2:29][CH2:28][CH2:27][CH2:26][CH2:25]1. The yield is 0.330. (4) The reactants are [C:1]([NH:4][NH:5][C:6](=[O:26])[CH2:7][N:8]1[C:12]([CH2:13][CH3:14])=[C:11]([O:15][C:16]2[CH:21]=[CH:20][C:19]([C:22]#[N:23])=[CH:18][CH:17]=2)[C:10]([CH2:24][CH3:25])=[N:9]1)(=[O:3])C.C(C1C=CC(OC2C(CC)=NN(CC(O)=O)C=2CC)=CC=1)#N.C(NN)=O. No catalyst specified. The product is [C:22]([C:19]1[CH:18]=[CH:17][C:16]([O:15][C:11]2[C:10]([CH2:24][CH3:25])=[N:9][N:8]([CH2:7][C:6]([NH:5][NH:4][CH:1]=[O:3])=[O:26])[C:12]=2[CH2:13][CH3:14])=[CH:21][CH:20]=1)#[N:23]. The yield is 0.510. (5) The catalyst is CC#N. The product is [N+:23]([C:20]1[CH:19]=[N:18][C:17]([N:10]2[CH2:15][CH2:14][O:13][CH2:12][CH2:11]2)=[N:22][CH:21]=1)([O-:25])=[O:24]. The reactants are CCN(C(C)C)C(C)C.[NH:10]1[CH2:15][CH2:14][O:13][CH2:12][CH2:11]1.Cl[C:17]1[N:22]=[CH:21][C:20]([N+:23]([O-:25])=[O:24])=[CH:19][N:18]=1. The yield is 0.950. (6) The reactants are [N+:1]([O-:4])([O-])=[O:2].[K+].[C:6]([C:10]1[CH:16]=[CH:15][CH:14]=[CH:13][C:11]=1[NH2:12])([CH3:9])([CH3:8])[CH3:7]. The catalyst is OS(O)(=O)=O. The product is [C:6]([C:10]1[CH:16]=[CH:15][C:14]([N+:1]([O-:4])=[O:2])=[CH:13][C:11]=1[NH2:12])([CH3:9])([CH3:7])[CH3:8]. The yield is 0.630. (7) The reactants are [Br:1][C:2]1[CH:10]=[C:9]2[C:5]([C:6]([CH3:11])=[N:7][NH:8]2)=[CH:4][CH:3]=1.O.C1(C)C=CC(S(O)(=O)=O)=CC=1.[O:24]1[CH:29]=[CH:28][CH2:27][CH2:26][CH2:25]1.S([O-])([O-])(=O)=O.[Mg+2]. The catalyst is O1CCCC1. The product is [Br:1][C:2]1[CH:10]=[C:9]2[C:5]([C:6]([CH3:11])=[N:7][N:8]2[CH:25]2[CH2:26][CH2:27][CH2:28][CH2:29][O:24]2)=[CH:4][CH:3]=1. The yield is 0.461. (8) The product is [Cl:7][C:8]1[N:13]=[C:12]([N:14]2[CH2:19][CH2:18][O:17][CH2:16][C@H:15]2[CH3:20])[CH:11]=[C:10]([CH2:21][S:3]([CH2:1][CH3:2])(=[O:5])=[O:4])[N:9]=1. The yield is 0.840. The catalyst is CC#N. The reactants are [CH2:1]([S:3]([O-:5])=[O:4])[CH3:2].[Na+].[Cl:7][C:8]1[N:13]=[C:12]([N:14]2[CH2:19][CH2:18][O:17][CH2:16][C@H:15]2[CH3:20])[CH:11]=[C:10]([CH2:21]I)[N:9]=1. (9) The reactants are [Cl:1][CH:2]([C:27]1[CH:32]=[CH:31][CH:30]=[CH:29][CH:28]=1)[C:3]([N:5]1[CH2:14][C:13]2[CH:12]=[N:11][C:10]3[N:15](CC4C=CC(OC)=CC=4)[N:16]=[CH:17][C:9]=3[C:8]=2[CH2:7][CH2:6]1)=[O:4].FC(F)(F)C(O)=O.O1CCOCC1. The catalyst is C1(C)C=CC=CC=1. The product is [Cl:1][CH:2]([C:27]1[CH:32]=[CH:31][CH:30]=[CH:29][CH:28]=1)[C:3]([N:5]1[CH2:14][C:13]2[CH:12]=[N:11][C:10]3[NH:15][N:16]=[CH:17][C:9]=3[C:8]=2[CH2:7][CH2:6]1)=[O:4]. The yield is 0.830.